Dataset: Reaction yield outcomes from USPTO patents with 853,638 reactions. Task: Predict the reaction yield, written as a fraction of the theoretical maximum amount of product (1.0 means a 100% yield; for example, 0.34 means a 34% yield). (1) The reactants are [CH3:1][C:2]([O:41][CH2:42][C@H:43]1[CH2:45][O:44]1)([CH3:40])[CH2:3][N:4]1[CH:8]=[CH:7][C:6]([NH:9][C:10]([CH:12]2[CH:16]([C:17]3[CH:22]=[CH:21][CH:20]=[C:19]([Cl:23])[C:18]=3[F:24])[C:15]([C:27]3[CH:32]=[CH:31][C:30]([Cl:33])=[CH:29][C:28]=3[F:34])([C:25]#[N:26])[CH:14]([CH2:35][C:36]([CH3:39])([CH3:38])[CH3:37])[NH:13]2)=[O:11])=[N:5]1.C(N(C(C)C)CC)(C)C.[NH2:55][CH:56]([CH2:59][OH:60])[CH2:57][OH:58]. The catalyst is C(O)(C)C. The product is [OH:44][C@H:43]([CH2:45][NH:55][CH:56]([CH2:59][OH:60])[CH2:57][OH:58])[CH2:42][O:41][C:2]([CH3:1])([CH3:40])[CH2:3][N:4]1[CH:8]=[CH:7][C:6]([NH:9][C:10]([CH:12]2[CH:16]([C:17]3[CH:22]=[CH:21][CH:20]=[C:19]([Cl:23])[C:18]=3[F:24])[C:15]([C:27]3[CH:32]=[CH:31][C:30]([Cl:33])=[CH:29][C:28]=3[F:34])([C:25]#[N:26])[CH:14]([CH2:35][C:36]([CH3:38])([CH3:37])[CH3:39])[NH:13]2)=[O:11])=[N:5]1. The yield is 0.286. (2) The reactants are [CH2:1]([O:3][C:4](=[O:23])[C:5]([C:7]1[C:8]([CH3:22])=[N:9][C:10]2[N:11]([N:14]=[C:15]([C:17]([O:19][CH2:20][CH3:21])=[O:18])[CH:16]=2)[C:12]=1[I:13])=[O:6])[CH3:2].CB1N2CCC[C@@H]2C(C2C=CC=CC=2)(C2C=CC=CC=2)O1.C1(C)C=CC=CC=1. The catalyst is C1(C)C=CC=CC=1.CCOC(C)=O.C([O-])([O-])=O.[Na+].[Na+]. The product is [CH2:1]([O:3][C:4](=[O:23])[C@H:5]([C:7]1[C:8]([CH3:22])=[N:9][C:10]2[N:11]([N:14]=[C:15]([C:17]([O:19][CH2:20][CH3:21])=[O:18])[CH:16]=2)[C:12]=1[I:13])[OH:6])[CH3:2]. The yield is 0.820. (3) The reactants are [N+:1]([C:4]1[CH:23]=[CH:22][CH:21]=[CH:20][C:5]=1[CH2:6][N:7]1[CH2:12][CH2:11][CH:10]([C:13]2[CH:18]=[CH:17][CH:16]=[CH:15][CH:14]=2)[O:9][C:8]1=[O:19])([O-])=O.[Cl-].[NH4+].O. The catalyst is C(O)C.[Fe]. The product is [NH2:1][C:4]1[CH:23]=[CH:22][CH:21]=[CH:20][C:5]=1[CH2:6][N:7]1[CH2:12][CH2:11][CH:10]([C:13]2[CH:18]=[CH:17][CH:16]=[CH:15][CH:14]=2)[O:9][C:8]1=[O:19]. The yield is 0.990.